Task: Regression. Given two drug SMILES strings and cell line genomic features, predict the synergy score measuring deviation from expected non-interaction effect.. Dataset: NCI-60 drug combinations with 297,098 pairs across 59 cell lines (1) Drug 1: COC1=C(C=C2C(=C1)N=CN=C2NC3=CC(=C(C=C3)F)Cl)OCCCN4CCOCC4. Drug 2: C1CC(=O)NC(=O)C1N2C(=O)C3=CC=CC=C3C2=O. Cell line: 786-0. Synergy scores: CSS=15.7, Synergy_ZIP=-5.23, Synergy_Bliss=-2.19, Synergy_Loewe=-9.92, Synergy_HSA=-3.24. (2) Drug 1: CN1C2=C(C=C(C=C2)N(CCCl)CCCl)N=C1CCCC(=O)O.Cl. Drug 2: CC1CCC2CC(C(=CC=CC=CC(CC(C(=O)C(C(C(=CC(C(=O)CC(OC(=O)C3CCCCN3C(=O)C(=O)C1(O2)O)C(C)CC4CCC(C(C4)OC)O)C)C)O)OC)C)C)C)OC. Cell line: M14. Synergy scores: CSS=23.0, Synergy_ZIP=-7.74, Synergy_Bliss=-6.32, Synergy_Loewe=-46.6, Synergy_HSA=-0.793. (3) Drug 1: CC(CN1CC(=O)NC(=O)C1)N2CC(=O)NC(=O)C2. Drug 2: C1=NC(=NC(=O)N1C2C(C(C(O2)CO)O)O)N. Cell line: A498. Synergy scores: CSS=26.9, Synergy_ZIP=-7.61, Synergy_Bliss=2.71, Synergy_Loewe=4.20, Synergy_HSA=4.35. (4) Drug 1: C1=CC(=CC=C1CC(C(=O)O)N)N(CCCl)CCCl.Cl. Drug 2: CC(C1=C(C=CC(=C1Cl)F)Cl)OC2=C(N=CC(=C2)C3=CN(N=C3)C4CCNCC4)N. Cell line: TK-10. Synergy scores: CSS=1.70, Synergy_ZIP=-1.08, Synergy_Bliss=-0.786, Synergy_Loewe=-4.57, Synergy_HSA=-4.05. (5) Drug 1: CC1=C(N=C(N=C1N)C(CC(=O)N)NCC(C(=O)N)N)C(=O)NC(C(C2=CN=CN2)OC3C(C(C(C(O3)CO)O)O)OC4C(C(C(C(O4)CO)O)OC(=O)N)O)C(=O)NC(C)C(C(C)C(=O)NC(C(C)O)C(=O)NCCC5=NC(=CS5)C6=NC(=CS6)C(=O)NCCC[S+](C)C)O. Drug 2: C1C(C(OC1N2C=NC(=NC2=O)N)CO)O. Cell line: HS 578T. Synergy scores: CSS=40.5, Synergy_ZIP=-3.04, Synergy_Bliss=-3.56, Synergy_Loewe=-4.60, Synergy_HSA=-0.371. (6) Drug 1: C#CCC(CC1=CN=C2C(=N1)C(=NC(=N2)N)N)C3=CC=C(C=C3)C(=O)NC(CCC(=O)O)C(=O)O. Drug 2: C1CC(=O)NC(=O)C1N2C(=O)C3=CC=CC=C3C2=O. Cell line: OVCAR-8. Synergy scores: CSS=-11.0, Synergy_ZIP=8.56, Synergy_Bliss=4.73, Synergy_Loewe=-5.98, Synergy_HSA=-6.56. (7) Drug 1: CC1=C(C=C(C=C1)NC(=O)C2=CC=C(C=C2)CN3CCN(CC3)C)NC4=NC=CC(=N4)C5=CN=CC=C5. Drug 2: CCCCC(=O)OCC(=O)C1(CC(C2=C(C1)C(=C3C(=C2O)C(=O)C4=C(C3=O)C=CC=C4OC)O)OC5CC(C(C(O5)C)O)NC(=O)C(F)(F)F)O. Cell line: HCT-15. Synergy scores: CSS=63.3, Synergy_ZIP=8.64, Synergy_Bliss=9.34, Synergy_Loewe=-1.08, Synergy_HSA=9.26. (8) Drug 1: CNC(=O)C1=CC=CC=C1SC2=CC3=C(C=C2)C(=NN3)C=CC4=CC=CC=N4. Drug 2: C1=CC(=C2C(=C1NCCNCCO)C(=O)C3=C(C=CC(=C3C2=O)O)O)NCCNCCO. Cell line: DU-145. Synergy scores: CSS=63.6, Synergy_ZIP=15.0, Synergy_Bliss=10.2, Synergy_Loewe=-20.1, Synergy_HSA=8.76.